From a dataset of Full USPTO retrosynthesis dataset with 1.9M reactions from patents (1976-2016). Predict the reactants needed to synthesize the given product. (1) Given the product [Cl:1][C:2]1[C:3]([CH2:4][OH:5])=[CH:7][CH:8]=[C:9]([Cl:11])[N:10]=1, predict the reactants needed to synthesize it. The reactants are: [Cl:1][C:2]1[N:10]=[C:9]([Cl:11])[CH:8]=[CH:7][C:3]=1[C:4](O)=[O:5].C(Cl)(=O)C(Cl)=O. (2) Given the product [CH3:16][O:17][C:18]([C:20]1[CH:25]=[CH:24][C:23]([O:14][CH2:13][C:12]2[C:8]([C:5]3[CH:4]=[CH:3][C:2]([F:1])=[CH:7][N:6]=3)=[N:9][O:10][C:11]=2[CH3:15])=[CH:22][N:21]=1)=[O:19], predict the reactants needed to synthesize it. The reactants are: [F:1][C:2]1[CH:3]=[CH:4][C:5]([C:8]2[C:12]([CH2:13][OH:14])=[C:11]([CH3:15])[O:10][N:9]=2)=[N:6][CH:7]=1.[CH3:16][O:17][C:18]([C:20]1[CH:25]=[CH:24][C:23](O)=[CH:22][N:21]=1)=[O:19].C1(P(C2C=CC=CC=2)C2C=CC=CC=2)C=CC=CC=1.N(C(OCC)=O)=NC(OCC)=O. (3) Given the product [CH2:17]([O:16][C:13]1[CH:14]=[CH:15][C:8]2[C:7]([C:3]3[CH:2]=[N:1][CH:6]=[CH:5][CH:4]=3)=[CH:11][S:10][C:9]=2[CH:12]=1)[C:18]1[CH:23]=[CH:22][CH:21]=[CH:20][CH:19]=1, predict the reactants needed to synthesize it. The reactants are: [N:1]1[CH:6]=[CH:5][CH:4]=[C:3]([C:7]2[C:8]3[CH:15]=[CH:14][C:13]([OH:16])=[CH:12][C:9]=3[S:10][CH:11]=2)[CH:2]=1.[CH2:17](Br)[C:18]1[CH:23]=[CH:22][CH:21]=[CH:20][CH:19]=1.C(=O)([O-])[O-].[K+].[K+]. (4) The reactants are: COCCN(S(F)(F)[F:11])CCOC.[C:14]([N:21]1[CH2:25][CH2:24][C@@H:23](O)[CH2:22]1)([O:16][C:17]([CH3:20])([CH3:19])[CH3:18])=[O:15].C(=O)([O-])O.[Na+]. Given the product [F:11][C@H:23]1[CH2:24][CH2:25][N:21]([C:14]([O:16][C:17]([CH3:20])([CH3:19])[CH3:18])=[O:15])[CH2:22]1, predict the reactants needed to synthesize it.